This data is from NCI-60 drug combinations with 297,098 pairs across 59 cell lines. The task is: Regression. Given two drug SMILES strings and cell line genomic features, predict the synergy score measuring deviation from expected non-interaction effect. (1) Drug 1: CCCCCOC(=O)NC1=NC(=O)N(C=C1F)C2C(C(C(O2)C)O)O. Drug 2: CC1=C(N=C(N=C1N)C(CC(=O)N)NCC(C(=O)N)N)C(=O)NC(C(C2=CN=CN2)OC3C(C(C(C(O3)CO)O)O)OC4C(C(C(C(O4)CO)O)OC(=O)N)O)C(=O)NC(C)C(C(C)C(=O)NC(C(C)O)C(=O)NCCC5=NC(=CS5)C6=NC(=CS6)C(=O)NCCC[S+](C)C)O. Cell line: CCRF-CEM. Synergy scores: CSS=-12.9, Synergy_ZIP=8.50, Synergy_Bliss=6.00, Synergy_Loewe=-27.3, Synergy_HSA=-17.5. (2) Drug 1: C1C(C(OC1N2C=NC3=C(N=C(N=C32)Cl)N)CO)O. Drug 2: CC1=C(N=C(N=C1N)C(CC(=O)N)NCC(C(=O)N)N)C(=O)NC(C(C2=CN=CN2)OC3C(C(C(C(O3)CO)O)O)OC4C(C(C(C(O4)CO)O)OC(=O)N)O)C(=O)NC(C)C(C(C)C(=O)NC(C(C)O)C(=O)NCCC5=NC(=CS5)C6=NC(=CS6)C(=O)NCCC[S+](C)C)O. Cell line: NCI-H226. Synergy scores: CSS=21.1, Synergy_ZIP=-5.14, Synergy_Bliss=0.297, Synergy_Loewe=-0.425, Synergy_HSA=2.72. (3) Drug 1: CC1=C2C(C(=O)C3(C(CC4C(C3C(C(C2(C)C)(CC1OC(=O)C(C(C5=CC=CC=C5)NC(=O)OC(C)(C)C)O)O)OC(=O)C6=CC=CC=C6)(CO4)OC(=O)C)O)C)O. Drug 2: CC1=C(C(=O)C2=C(C1=O)N3CC4C(C3(C2COC(=O)N)OC)N4)N. Cell line: PC-3. Synergy scores: CSS=16.3, Synergy_ZIP=-4.26, Synergy_Bliss=-2.68, Synergy_Loewe=-0.123, Synergy_HSA=0.992.